Task: Predict which catalyst facilitates the given reaction.. Dataset: Catalyst prediction with 721,799 reactions and 888 catalyst types from USPTO (1) Reactant: [N+:1]([C:4]1[CH:9]=[CH:8][N+:7]([O-])=[CH:6][C:5]=1[NH:11][CH:12]1[CH2:17][CH2:16][N:15]([C:18]([O:20][C:21]([CH3:24])([CH3:23])[CH3:22])=[O:19])[CH2:14][CH2:13]1)([O-])=O.[CH:25](OC)(OC)OC.C1(C)C=CC(S(O)(=O)=O)=CC=1. Product: [N:1]1[C:4]2[CH:9]=[CH:8][N:7]=[CH:6][C:5]=2[N:11]([CH:12]2[CH2:17][CH2:16][N:15]([C:18]([O:20][C:21]([CH3:24])([CH3:23])[CH3:22])=[O:19])[CH2:14][CH2:13]2)[CH:25]=1. The catalyst class is: 11. (2) Reactant: [F:1][C:2]1[CH:10]=[CH:9][C:8]([N+:11]([O-:13])=[O:12])=[CH:7][C:3]=1[C:4]([OH:6])=O.S(Cl)(Cl)=O.C[N:19]([CH3:22])C=O. Product: [CH2:22]([NH:19][C:4](=[O:6])[C:3]1[CH:7]=[C:8]([N+:11]([O-:13])=[O:12])[CH:9]=[CH:10][C:2]=1[F:1])[C:2]1[CH:10]=[CH:9][CH:8]=[CH:7][CH:3]=1. The catalyst class is: 4. (3) Reactant: [OH-].[Na+].C([O:5][C:6]([C:8]1[NH:9][C:10]2[C:15]([C:16]=1[CH3:17])=[CH:14][C:13]([Cl:18])=[CH:12][CH:11]=2)=[O:7])C.O1CCCC1. Product: [Cl:18][C:13]1[CH:14]=[C:15]2[C:10](=[CH:11][CH:12]=1)[NH:9][C:8]([C:6]([OH:7])=[O:5])=[C:16]2[CH3:17]. The catalyst class is: 5. (4) Reactant: [CH2:1]([O:8][C:9]1[CH:16]=[CH:15][C:12]([CH:13]=O)=[CH:11][CH:10]=1)[C:2]1[CH:7]=[CH:6][CH:5]=[CH:4][CH:3]=1.Cl.[NH2:18][OH:19].O. Product: [CH2:1]([O:8][C:9]1[CH:16]=[CH:15][C:12](/[CH:13]=[N:18]\[OH:19])=[CH:11][CH:10]=1)[C:2]1[CH:7]=[CH:6][CH:5]=[CH:4][CH:3]=1. The catalyst class is: 5. (5) Reactant: S1C2C=CC=CC=2NC1=[O:10].[Cl:11][CH:12]([CH3:24])[CH2:13][C:14]1[CH:23]=[CH:22][C:17]2[NH:18][C:19](=[O:21])[S:20][C:16]=2[CH:15]=1.[F:25][C:26]([F:40])([F:39])[C:27]1[CH:28]=[C:29]([N:33]2[CH2:38][CH2:37][NH:36][CH2:35][CH2:34]2)[CH:30]=[CH:31][CH:32]=1.C(N(CC)CC)C. Product: [Cl:11][CH:12]([CH3:24])[CH2:13][C:14]1[CH:23]=[CH:22][C:17]2[NH:18][C:19](=[O:21])[S:20][C:16]=2[CH:15]=1.[ClH:11].[F:40][C:26]([F:25])([F:39])[C:27]1[CH:28]=[C:29]([N:33]2[CH2:38][CH2:37][N:36]([CH:12]([CH3:24])[C:13]([C:14]3[CH:23]=[CH:22][C:17]4[NH:18][C:19](=[O:21])[S:20][C:16]=4[CH:15]=3)=[O:10])[CH2:35][CH2:34]2)[CH:30]=[CH:31][CH:32]=1. The catalyst class is: 10. (6) Reactant: [CH2:1]([O:8][C:9](=[O:34])[C@H:10]([CH2:22][CH2:23][CH2:24][CH2:25][NH:26]C(OC(C)(C)C)=O)[NH:11][C:12]([O:14][CH2:15][C:16]1[CH:21]=[CH:20][CH:19]=[CH:18][CH:17]=1)=[O:13])[C:2]1[CH:7]=[CH:6][CH:5]=[CH:4][CH:3]=1.FC(F)(F)C(O)=O. Product: [CH2:1]([O:8][C:9](=[O:34])[C@H:10]([CH2:22][CH2:23][CH2:24][CH2:25][NH2:26])[NH:11][C:12]([O:14][CH2:15][C:16]1[CH:17]=[CH:18][CH:19]=[CH:20][CH:21]=1)=[O:13])[C:2]1[CH:7]=[CH:6][CH:5]=[CH:4][CH:3]=1. The catalyst class is: 2.